Predict the product of the given reaction. From a dataset of Forward reaction prediction with 1.9M reactions from USPTO patents (1976-2016). (1) Given the reactants C(OC([N:8]1[CH2:13][CH2:12][N:11]([C:14]2[CH:19]=[CH:18][C:17]([C:20]([F:23])([F:22])[F:21])=[CH:16][C:15]=2[C:24]([F:27])([F:26])[F:25])[CH2:10][CH2:9]1)=O)(C)(C)C.[ClH:28], predict the reaction product. The product is: [ClH:28].[F:27][C:24]([F:25])([F:26])[C:15]1[CH:16]=[C:17]([C:20]([F:21])([F:22])[F:23])[CH:18]=[CH:19][C:14]=1[N:11]1[CH2:12][CH2:13][NH:8][CH2:9][CH2:10]1. (2) Given the reactants C([N:9]1[CH2:22][CH2:21][C:20]2[C:19]3[C:18]([C:23]4[CH:28]=[CH:27][CH:26]=[CH:25][C:24]=4[O:29][CH:30]4[CH2:34][CH2:33][CH2:32][CH2:31]4)=[CH:17][CH:16]=[CH:15][C:14]=3[NH:13][C:12]=2[CH2:11][CH2:10]1)(=O)C1C=CC=CC=1.[OH-].[K+].C(O)CO.[NH4+].[OH-], predict the reaction product. The product is: [CH:30]1([O:29][C:24]2[CH:25]=[CH:26][CH:27]=[CH:28][C:23]=2[C:18]2[C:19]3[C:20]4[CH2:21][CH2:22][NH:9][CH2:10][CH2:11][C:12]=4[NH:13][C:14]=3[CH:15]=[CH:16][CH:17]=2)[CH2:34][CH2:33][CH2:32][CH2:31]1.